From a dataset of Full USPTO retrosynthesis dataset with 1.9M reactions from patents (1976-2016). Predict the reactants needed to synthesize the given product. (1) Given the product [C:1]([O:5][C:6]([N:8]1[CH2:13][CH2:12][CH:11]([NH:14][C@@H:15]([C:24]([OH:26])=[O:25])[CH2:16][C:17]2[CH:22]=[CH:21][C:20]([Cl:23])=[CH:19][CH:18]=2)[CH2:10][CH2:9]1)=[O:7])([CH3:4])([CH3:2])[CH3:3], predict the reactants needed to synthesize it. The reactants are: [C:1]([O:5][C:6]([N:8]1[CH2:13][CH2:12][CH:11]([NH:14][C@@H:15]([C:24]([O:26]C)=[O:25])[CH2:16][C:17]2[CH:22]=[CH:21][C:20]([Cl:23])=[CH:19][CH:18]=2)[CH2:10][CH2:9]1)=[O:7])([CH3:4])([CH3:3])[CH3:2].O.[OH-].[Li+].S([O-])([O-])(=O)=O.[K+].[K+]. (2) Given the product [NH:16]([C:2]1[CH:15]=[CH:14][C:5]([C:6]([NH:8][CH2:9][CH2:10][CH2:11][O:12][CH3:13])=[O:7])=[CH:4][N:3]=1)[NH2:17], predict the reactants needed to synthesize it. The reactants are: Cl[C:2]1[CH:15]=[CH:14][C:5]([C:6]([NH:8][CH2:9][CH2:10][CH2:11][O:12][CH3:13])=[O:7])=[CH:4][N:3]=1.[NH2:16][NH2:17].C1(C)C=CC=CC=1. (3) Given the product [C:1]([NH:9][C:10](=[N:12][C:13]1[CH:14]=[C:15]([C:19]([OH:21])=[O:20])[CH:16]=[N:17][CH:18]=1)[S:11][CH3:22])(=[O:8])[C:2]1[CH:7]=[CH:6][CH:5]=[CH:4][CH:3]=1, predict the reactants needed to synthesize it. The reactants are: [C:1]([NH:9][C:10]([NH:12][C:13]1[CH:14]=[C:15]([C:19]([OH:21])=[O:20])[CH:16]=[N:17][CH:18]=1)=[S:11])(=[O:8])[C:2]1[CH:7]=[CH:6][CH:5]=[CH:4][CH:3]=1.[CH3:22][O-].[Na+].CI. (4) Given the product [NH2:10][C:7]1[CH:8]=[C:9]2[C:4]([CH2:3][CH2:2][C@H:1]2[NH:11][C:20](=[O:21])[NH:19][CH2:22][C:23]([O:25][CH2:26][CH3:27])=[O:24])=[CH:5][CH:6]=1, predict the reactants needed to synthesize it. The reactants are: [C@H:1]1([NH2:11])[C:9]2[C:4](=[CH:5][CH:6]=[C:7]([NH2:10])[CH:8]=2)[CH2:3][CH2:2]1.C(N(CC)CC)C.[N:19]([CH2:22][C:23]([O:25][CH2:26][CH3:27])=[O:24])=[C:20]=[O:21].